This data is from Full USPTO retrosynthesis dataset with 1.9M reactions from patents (1976-2016). The task is: Predict the reactants needed to synthesize the given product. (1) Given the product [CH3:1][O:2][C:3](=[O:4])[NH:5][C@H:6]([C:11]([NH:49][NH:48][CH2:47][C:46]1[CH:50]=[CH:51][C:43]([Br:42])=[CH:44][CH:45]=1)=[O:13])[C:7]([CH3:10])([CH3:9])[CH3:8], predict the reactants needed to synthesize it. The reactants are: [CH3:1][O:2][C:3]([NH:5][C@H:6]([C:11]([OH:13])=O)[C:7]([CH3:10])([CH3:9])[CH3:8])=[O:4].CCN=C=NCCCN(C)C.C1C=CC2N(O)N=NC=2C=1.CN1CCOCC1.[Br:42][C:43]1[CH:51]=[CH:50][C:46]([CH2:47][NH:48][NH2:49])=[CH:45][CH:44]=1. (2) Given the product [CH3:1][C:2]1[C:3]([C:16]([OH:18])=[O:17])=[N:4][CH:5]=[C:6]([O:8][C@H:9]([C:11]2[O:12][CH:13]=[CH:14][N:15]=2)[CH3:10])[N:7]=1, predict the reactants needed to synthesize it. The reactants are: [CH3:1][C:2]1[C:3]([C:16]([O:18]C)=[O:17])=[N:4][CH:5]=[C:6]([O:8][C@H:9]([C:11]2[O:12][CH:13]=[CH:14][N:15]=2)[CH3:10])[N:7]=1.O.[OH-].[Li+].Cl.